Dataset: NCI-60 drug combinations with 297,098 pairs across 59 cell lines. Task: Regression. Given two drug SMILES strings and cell line genomic features, predict the synergy score measuring deviation from expected non-interaction effect. (1) Drug 1: C1=CC=C(C(=C1)C(C2=CC=C(C=C2)Cl)C(Cl)Cl)Cl. Drug 2: C1C(C(OC1N2C=NC(=NC2=O)N)CO)O. Cell line: M14. Synergy scores: CSS=2.57, Synergy_ZIP=-0.217, Synergy_Bliss=-0.429, Synergy_Loewe=1.75, Synergy_HSA=0.350. (2) Drug 1: C1CCC(C1)C(CC#N)N2C=C(C=N2)C3=C4C=CNC4=NC=N3. Drug 2: C1C(C(OC1N2C=C(C(=O)NC2=O)F)CO)O. Cell line: HS 578T. Synergy scores: CSS=-3.16, Synergy_ZIP=-13.2, Synergy_Bliss=-20.1, Synergy_Loewe=-35.7, Synergy_HSA=-24.4. (3) Drug 1: C1=NC2=C(N=C(N=C2N1C3C(C(C(O3)CO)O)F)Cl)N. Drug 2: C1CN1C2=NC(=NC(=N2)N3CC3)N4CC4. Cell line: NCI-H226. Synergy scores: CSS=4.50, Synergy_ZIP=-1.64, Synergy_Bliss=-0.812, Synergy_Loewe=-2.64, Synergy_HSA=-2.66.